Dataset: Forward reaction prediction with 1.9M reactions from USPTO patents (1976-2016). Task: Predict the product of the given reaction. (1) Given the reactants C(OC(=O)C[N:6]([CH2:20][C:21]1[CH:26]=[CH:25][CH:24]=[CH:23][CH:22]=1)[C:7]([NH:9][CH:10]1[CH:17]2CC3CC(CC1C3)C2)=[O:8])C.[C:28]1([CH3:34])[CH:33]=[CH:32][CH:31]=[CH:30][CH:29]=1.[H-].[CH2:36]([Al+]CC(C)C)[CH:37](C)[CH3:38], predict the reaction product. The product is: [CH:28]12[CH2:34][CH:37]3[CH2:38][CH:32]([CH2:31][CH:30]([CH2:36]3)[CH:29]1[N:9]1[CH:10]=[CH:17][N:6]([CH2:20][C:21]3[CH:22]=[CH:23][CH:24]=[CH:25][CH:26]=3)[C:7]1=[O:8])[CH2:33]2. (2) Given the reactants C[O:2][C:3]([C:5]1[CH:10]=[C:9]([C:11](=[O:22])[NH:12][CH2:13][C:14]2[CH:19]=[CH:18][CH:17]=[C:16]([O:20][CH3:21])[CH:15]=2)[N:8]=[CH:7][N:6]=1)=[O:4].O1CCCC1.[OH-].[K+].Cl, predict the reaction product. The product is: [CH3:21][O:20][C:16]1[CH:15]=[C:14]([CH:19]=[CH:18][CH:17]=1)[CH2:13][NH:12][C:11]([C:9]1[N:8]=[CH:7][N:6]=[C:5]([C:3]([OH:4])=[O:2])[CH:10]=1)=[O:22]. (3) Given the reactants [C:1]([NH:4][CH2:5][C@@H:6]1[O:10][C:9](=[O:11])[N:8]([C:12]2[CH:62]=[CH:61][C:15]([O:16][CH2:17][C:18]3([O:42][P:43]([O:53]CC4C=CC=CC=4)([O:45]CC4C=CC=CC=4)=[O:44])[CH2:23][CH2:22][N:21]([C:24]4[CH:33]=[C:32]5[C:27]([C:28](=[O:40])[C:29]([C:37]([OH:39])=[O:38])=[CH:30][N:31]5[CH:34]5[CH2:36][CH2:35]5)=[CH:26][C:25]=4[F:41])[CH2:20][CH2:19]3)=[C:14]([F:63])[CH:13]=2)[CH2:7]1)(=[O:3])[CH3:2].Br.O, predict the reaction product. The product is: [C:1]([NH:4][CH2:5][C@@H:6]1[O:10][C:9](=[O:11])[N:8]([C:12]2[CH:62]=[CH:61][C:15]([O:16][CH2:17][C:18]3([O:42][P:43]([OH:53])([OH:45])=[O:44])[CH2:23][CH2:22][N:21]([C:24]4[CH:33]=[C:32]5[C:27]([C:28](=[O:40])[C:29]([C:37]([OH:39])=[O:38])=[CH:30][N:31]5[CH:34]5[CH2:35][CH2:36]5)=[CH:26][C:25]=4[F:41])[CH2:20][CH2:19]3)=[C:14]([F:63])[CH:13]=2)[CH2:7]1)(=[O:3])[CH3:2]. (4) The product is: [Br:7][C:5]1[CH:6]=[C:2]([C:12]2[CH:13]=[CH:14][C:15]([O:16][CH:17]([CH3:19])[CH3:18])=[C:10]([CH:11]=2)[C:8]#[N:9])[S:3][CH:4]=1. Given the reactants Br[C:2]1[S:3][CH:4]=[C:5]([Br:7])[CH:6]=1.[C:8]([C:10]1[CH:11]=[C:12](B(O)O)[CH:13]=[CH:14][C:15]=1[O:16][CH:17]([CH3:19])[CH3:18])#[N:9].C(=O)([O-])[O-].[K+].[K+], predict the reaction product. (5) Given the reactants CN(C(ON1N=NC2C=CC=CC1=2)=[N+](C)C)C.F[P-](F)(F)(F)(F)F.C1C=CC2N(O)N=NC=2C=1.O.Cl.[NH2:37][CH:38]1[C:44]2([CH2:49][CH2:48][O:47][CH2:46][CH2:45]2)[O:43][C:42]2[CH:50]=[CH:51][CH:52]=[CH:53][C:41]=2[NH:40][C:39]1=[O:54].[N:55]([C:62]([O:64][C:65]([CH3:68])([CH3:67])[CH3:66])=[O:63])([CH3:61])[C@H:56]([C:58](O)=[O:59])[CH3:57], predict the reaction product. The product is: [CH3:61][N:55]([C@@H:56]([CH3:57])[C:58](=[O:59])[NH:37][C@H:38]1[C:44]2([CH2:45][CH2:46][O:47][CH2:48][CH2:49]2)[O:43][C:42]2[CH:50]=[CH:51][CH:52]=[CH:53][C:41]=2[NH:40][C:39]1=[O:54])[C:62](=[O:63])[O:64][C:65]([CH3:68])([CH3:66])[CH3:67]. (6) Given the reactants [F:1][C:2]1([F:25])[CH2:6][CH2:5][N:4]([C:7]2[C:17]3[O:16][CH2:15][CH2:14][N:13](C(OC(C)(C)C)=O)[CH2:12][C:11]=3[CH:10]=[CH:9][CH:8]=2)[CH2:3]1.C(OCC)(=O)C.Cl, predict the reaction product. The product is: [F:25][C:2]1([F:1])[CH2:6][CH2:5][N:4]([C:7]2[C:17]3[O:16][CH2:15][CH2:14][NH:13][CH2:12][C:11]=3[CH:10]=[CH:9][CH:8]=2)[CH2:3]1. (7) The product is: [O:2]1[C:6]2[CH:7]=[CH:8][C:9]([CH:11]([Br:1])[C:12]([O:14][CH3:15])=[O:13])=[CH:10][C:5]=2[O:4][CH2:3]1. Given the reactants [BrH:1].[O:2]1[C:6]2[CH:7]=[CH:8][C:9]([CH:11](O)[C:12]([O:14][CH3:15])=[O:13])=[CH:10][C:5]=2[O:4][CH2:3]1, predict the reaction product.